This data is from Reaction yield outcomes from USPTO patents with 853,638 reactions. The task is: Predict the reaction yield, written as a fraction of the theoretical maximum amount of product (1.0 means a 100% yield; for example, 0.34 means a 34% yield). (1) The reactants are [C:1]([O:4][CH2:5][C@@H:6]1[C@@H:11]([O:12][C:13](=[O:15])[CH3:14])[C@H:10](OC(=O)C)[CH:9]=[CH:8][O:7]1)(=[O:3])[CH3:2].[Br:20][C:21]1[CH:22]=[C:23](B(O)O)[CH:24]=[CH:25][CH:26]=1. The catalyst is C(#N)C.C([O-])(=O)C.[Pd+2].C([O-])(=O)C. The product is [C:1]([O:4][CH2:5][C@@H:6]1[C@@H:11]([O:12][C:13](=[O:15])[CH3:14])[CH:10]=[CH:9][C@@H:8]([C:25]2[CH:24]=[CH:23][CH:22]=[C:21]([Br:20])[CH:26]=2)[O:7]1)(=[O:3])[CH3:2]. The yield is 0.400. (2) The reactants are [Cl-].O[NH3+:3].[C:4](=[O:7])([O-])[OH:5].[Na+].CS(C)=O.[CH2:13]([N:20]1[C:25](=[O:26])[C:24]([CH2:27][C:28]2[CH:33]=[CH:32][C:31]([C:34]3[C:35]([C:40]#[N:41])=[CH:36][CH:37]=[CH:38][CH:39]=3)=[CH:30][CH:29]=2)=[C:23]([CH2:42][CH2:43][CH2:44][CH3:45])[N:22]=[C:21]1[CH2:46][OH:47])[C:14]1[CH:19]=[CH:18][CH:17]=[CH:16][CH:15]=1. The catalyst is C(OCC)(=O)C. The product is [CH2:13]([N:20]1[C:25](=[O:26])[C:24]([CH2:27][C:28]2[CH:33]=[CH:32][C:31]([C:34]3[CH:39]=[CH:38][CH:37]=[CH:36][C:35]=3[C:40]3[NH:3][C:4](=[O:7])[O:5][N:41]=3)=[CH:30][CH:29]=2)=[C:23]([CH2:42][CH2:43][CH2:44][CH3:45])[N:22]=[C:21]1[CH2:46][OH:47])[C:14]1[CH:19]=[CH:18][CH:17]=[CH:16][CH:15]=1. The yield is 0.350. (3) The reactants are [NH:1]1[C:9]2[C:4](=[CH:5][CH:6]=[C:7]([C:10]([OH:12])=[O:11])[CH:8]=2)[CH:3]=[CH:2]1.[Cl:13]N1C(=O)CCC1=O. The catalyst is ClCCl.CN(C=O)C. The product is [Cl:13][C:3]1[C:4]2[C:9](=[CH:8][C:7]([C:10]([OH:12])=[O:11])=[CH:6][CH:5]=2)[NH:1][CH:2]=1. The yield is 0.800. (4) The reactants are [OH:1][C:2]1[CH:7]=[CH:6][C:5]([N:8]2[C:13](=[O:14])[C:12]([CH2:15][C:16]3[CH:21]=[CH:20][C:19]([C:22]4[C:23]([C:28]#[N:29])=[CH:24][CH:25]=[CH:26][CH:27]=4)=[CH:18][CH:17]=3)=[C:11]([CH2:30][CH2:31][CH3:32])[N:10]=[C:9]2[CH3:33])=[CH:4][CH:3]=1.[CH:34]1([CH:37](O)[CH3:38])[CH2:36][CH2:35]1.C1(P(C2C=CC=CC=2)C2C=CC=CC=2)C=CC=CC=1.[N:60]([C:61]([O:63]C(C)C)=[O:62])=[N:60][C:61]([O:63]C(C)C)=[O:62]. The catalyst is O1CCCC1.O.C(OCC)(=O)C. The product is [CH:34]1([CH:37]([O:1][C:2]2[CH:3]=[CH:4][C:5]([N:8]3[C:13](=[O:14])[C:12]([CH2:15][C:16]4[CH:21]=[CH:20][C:19]([C:22]5[CH:27]=[CH:26][CH:25]=[CH:24][C:23]=5[C:28]5[NH:60][C:61](=[O:62])[O:63][N:29]=5)=[CH:18][CH:17]=4)=[C:11]([CH2:30][CH2:31][CH3:32])[N:10]=[C:9]3[CH3:33])=[CH:6][CH:7]=2)[CH3:38])[CH2:36][CH2:35]1. The yield is 0.250.